Task: Predict the product of the given reaction.. Dataset: Forward reaction prediction with 1.9M reactions from USPTO patents (1976-2016) (1) The product is: [F:41][C:42]([F:47])([F:46])[C:43]([OH:45])=[O:44].[Cl:19][C:15]1[C:14]([F:20])=[C:13]([CH:12]2[C:11]([C:23]3[CH:28]=[CH:27][C:26]([Cl:29])=[CH:25][C:24]=3[F:30])([C:21]#[N:22])[CH:10]([CH2:31][C:32]([CH3:33])([C:34]3[O:35][C:36]([CH3:39])=[CH:37][CH:38]=3)[CH3:40])[NH:9][CH:8]2[C:6]([OH:7])=[O:5])[CH:18]=[CH:17][CH:16]=1. Given the reactants C([O:5][C:6]([CH:8]1[CH:12]([C:13]2[CH:18]=[CH:17][CH:16]=[C:15]([Cl:19])[C:14]=2[F:20])[C:11]([C:23]2[CH:28]=[CH:27][C:26]([Cl:29])=[CH:25][C:24]=2[F:30])([C:21]#[N:22])[CH:10]([CH2:31][C:32]([CH3:40])([C:34]2[O:35][C:36]([CH3:39])=[CH:37][CH:38]=2)[CH3:33])[NH:9]1)=[O:7])(C)(C)C.[F:41][C:42]([F:47])([F:46])[C:43]([OH:45])=[O:44], predict the reaction product. (2) The product is: [N+:8]([C:7]1[C:2]([CH:11]=[CH2:12])=[N:3][CH:4]=[CH:5][CH:6]=1)([O-:10])=[O:9]. Given the reactants Cl[C:2]1[C:7]([N+:8]([O-:10])=[O:9])=[CH:6][CH:5]=[CH:4][N:3]=1.[CH2:11]([Sn](CCCC)(CCCC)C=C)[CH2:12]CC.O, predict the reaction product.